From a dataset of Full USPTO retrosynthesis dataset with 1.9M reactions from patents (1976-2016). Predict the reactants needed to synthesize the given product. (1) Given the product [C:1]([O:5][C:6]([N:8]1[C:16]2[C:11](=[CH:12][C:13]([C:23]#[C:22][CH2:21][CH2:20][CH2:19][OH:24])=[C:14]([F:17])[CH:15]=2)[CH:10]=[CH:9]1)=[O:7])([CH3:4])([CH3:3])[CH3:2], predict the reactants needed to synthesize it. The reactants are: [C:1]([O:5][C:6]([N:8]1[C:16]2[C:11](=[CH:12][C:13](Br)=[C:14]([F:17])[CH:15]=2)[CH:10]=[CH:9]1)=[O:7])([CH3:4])([CH3:3])[CH3:2].[CH2:19]([OH:24])[CH2:20][CH2:21][C:22]#[CH:23].O.Cl. (2) Given the product [CH3:3][O:4][C:5]1[CH:10]=[C:9]([N+:11]([O-:13])=[O:12])[CH:8]=[CH:7][C:6]=1[S:14]([NH2:2])(=[O:16])=[O:15], predict the reactants needed to synthesize it. The reactants are: [OH-].[NH4+:2].[CH3:3][O:4][C:5]1[CH:10]=[C:9]([N+:11]([O-:13])=[O:12])[CH:8]=[CH:7][C:6]=1[S:14](Cl)(=[O:16])=[O:15]. (3) Given the product [F:1][C:2]1[CH:3]=[C:4]2[C:8](=[CH:9][CH:10]=1)[N:7]([S:11]([C:14]1[CH:19]=[CH:18][CH:17]=[C:16]([O:20][CH2:26][CH2:25][CH2:24][N:23]([CH3:28])[CH3:22])[CH:15]=1)(=[O:13])=[O:12])[CH:6]=[CH:5]2, predict the reactants needed to synthesize it. The reactants are: [F:1][C:2]1[CH:3]=[C:4]2[C:8](=[CH:9][CH:10]=1)[N:7]([S:11]([C:14]1[CH:19]=[CH:18][CH:17]=[C:16]([OH:20])[CH:15]=1)(=[O:13])=[O:12])[CH:6]=[CH:5]2.Cl.[CH3:22][N:23]([CH3:28])[CH2:24][CH2:25][CH2:26]Cl. (4) Given the product [F:16][C:10]1[CH:11]=[C:12]([F:15])[CH:13]=[CH:14][C:9]=1[CH2:8][N:7]1[C:2](=[O:1])[CH:3]=[CH:4][C:5]([CH2:17][C:28]2[C:27]3[C:22](=[CH:23][CH:24]=[CH:25][CH:26]=3)[N:21]([CH2:29][C:30]([OH:32])=[O:31])[C:20]=2[CH3:19])=[N:6]1, predict the reactants needed to synthesize it. The reactants are: [O:1]=[C:2]1[N:7]([CH2:8][C:9]2[CH:14]=[CH:13][C:12]([F:15])=[CH:11][C:10]=2[F:16])[N:6]=[C:5]([CH:17]=O)[CH:4]=[CH:3]1.[CH3:19][C:20]1[N:21]([CH2:29][C:30]([O:32]C)=[O:31])[C:22]2[C:27]([CH:28]=1)=[CH:26][CH:25]=[CH:24][CH:23]=2.[Li+].[OH-]. (5) Given the product [F:1][C:2]1[CH:7]=[CH:6][C:5]([C:8]2[O:9][C:10]3[CH2:15][CH2:14][N:13]([C:16]4[CH:17]=[CH:20][CH:21]=[CH:22][N:23]=4)[CH2:12][C:11]=3[N:24]=2)=[CH:4][CH:3]=1, predict the reactants needed to synthesize it. The reactants are: [F:1][C:2]1[CH:7]=[CH:6][C:5]([C:8]2[O:9][C:10]3[CH2:15][CH2:14][N:13]([C:16]4[N:23]=[CH:22][CH:21]=[CH:20][C:17]=4C#N)[CH2:12][C:11]=3[N:24]=2)=[CH:4][CH:3]=1.BrC1C=CC=CN=1. (6) Given the product [Cl:43][C:44]1[CH:45]=[CH:46][C:47]2[N:53]3[C:54]([CH2:57][OH:58])=[N:55][N:56]=[C:52]3[CH:51]([CH2:59][C:60](=[O:62])[N:25]3[CH2:22][CH2:23][CH2:24][CH2:19][CH2:20]3)[O:50][CH:49]([C:63]3[CH:68]=[CH:67][CH:66]=[C:65]([O:69][CH3:70])[C:64]=3[O:71][CH3:72])[C:48]=2[CH:73]=1, predict the reactants needed to synthesize it. The reactants are: C1CN([P+](ON2N=[N:25][C:20]3C=[CH:22][CH:23]=[CH:24][C:19]2=3)(N2CCCC2)N2CCCC2)CC1.F[P-](F)(F)(F)(F)F.C(N(CC)C(C)C)(C)C.[Cl:43][C:44]1[CH:45]=[CH:46][C:47]2[N:53]3[C:54]([CH2:57][OH:58])=[N:55][N:56]=[C:52]3[CH:51]([CH2:59][C:60]([OH:62])=O)[O:50][CH:49]([C:63]3[CH:68]=[CH:67][CH:66]=[C:65]([O:69][CH3:70])[C:64]=3[O:71][CH3:72])[C:48]=2[CH:73]=1.N1CCCCC1. (7) Given the product [CH2:27]([O:26][C:24](=[O:25])[CH2:23][O:10][C:5]1[CH:6]=[C:7]([O:8][CH3:9])[C:2]([Cl:1])=[CH:3][C:4]=1[CH:11]([OH:15])[CH:12]([CH3:13])[CH3:14])[CH3:28], predict the reactants needed to synthesize it. The reactants are: [Cl:1][C:2]1[C:7]([O:8][CH3:9])=[CH:6][C:5]([OH:10])=[C:4]([CH:11]([OH:15])[CH:12]([CH3:14])[CH3:13])[CH:3]=1.C([O-])([O-])=O.[Cs+].[Cs+].Br[CH2:23][C:24]([O:26][CH2:27][CH3:28])=[O:25]. (8) The reactants are: C[O:2][C:3](=[O:23])[C:4]1[C:9]([O:10][CH2:11][CH2:12][CH:13]=[CH2:14])=[CH:8][CH:7]=[CH:6][C:5]=1[O:15][CH2:16][C:17]1[CH:22]=[CH:21][CH:20]=[CH:19][CH:18]=1.[OH-].[Na+]. Given the product [CH2:16]([O:15][C:5]1[CH:6]=[CH:7][CH:8]=[C:9]([O:10][CH2:11][CH2:12][CH:13]=[CH2:14])[C:4]=1[C:3]([OH:23])=[O:2])[C:17]1[CH:18]=[CH:19][CH:20]=[CH:21][CH:22]=1, predict the reactants needed to synthesize it. (9) The reactants are: [F:1][CH2:2][CH2:3][CH2:4][O:5][C:6]1[CH:7]=[C:8]([CH:19]=[CH:20][CH:21]=1)[C:9]([C:11]1[C:12]([C:17]#[N:18])=[N:13][CH:14]=[CH:15][CH:16]=1)=O.[CH3:22][C:23]([S:26]([NH2:28])=[O:27])([CH3:25])[CH3:24]. Given the product [C:17]([C:12]1[C:11]([C:9]([C:8]2[CH:19]=[CH:20][CH:21]=[C:6]([O:5][CH2:4][CH2:3][CH2:2][F:1])[CH:7]=2)=[N:28][S:26]([C:23]([CH3:25])([CH3:24])[CH3:22])=[O:27])=[CH:16][CH:15]=[CH:14][N:13]=1)#[N:18], predict the reactants needed to synthesize it.